This data is from Reaction yield outcomes from USPTO patents with 853,638 reactions. The task is: Predict the reaction yield, written as a fraction of the theoretical maximum amount of product (1.0 means a 100% yield; for example, 0.34 means a 34% yield). (1) The reactants are [CH3:1][CH:2]([C@H:4]1[CH2:9][NH:8][CH2:7][CH2:6][N:5]1C(OC(C)(C)C)=O)[CH3:3].Cl. The catalyst is C(OCC)(=O)C.CO.O1CCOCC1. The product is [CH3:1][CH:2]([C@H:4]1[CH2:9][NH:8][CH2:7][CH2:6][NH:5]1)[CH3:3]. The yield is 0.940. (2) The reactants are [NH2:1][CH2:2][CH2:3][C:4]1[N:8]([C@@H:9]2[CH2:18][C:17]3[C:12](=[C:13]([F:20])[CH:14]=[C:15]([F:19])[CH:16]=3)[O:11][CH2:10]2)[C:7](=[S:21])[NH:6][CH:5]=1.[CH:22](=O)[C:23]1[CH:28]=[CH:27][CH:26]=[CH:25][CH:24]=1.C([BH3-])#N.[Na+]. The catalyst is CO.ClCCl. The product is [CH2:22]([NH:1][CH2:2][CH2:3][C:4]1[N:8]([C@@H:9]2[CH2:18][C:17]3[C:12](=[C:13]([F:20])[CH:14]=[C:15]([F:19])[CH:16]=3)[O:11][CH2:10]2)[C:7](=[S:21])[NH:6][CH:5]=1)[C:23]1[CH:28]=[CH:27][CH:26]=[CH:25][CH:24]=1. The yield is 0.509. (3) The reactants are [Cl:1][C:2]1[N:3]=[CH:4][CH:5]=[C:6]2[C:10]([CH3:11])=[C:9]([CH3:12])[NH:8][C:7]=12.[F:13][C:14]1[CH:15]=[C:16]([CH:19]=[CH:20][CH:21]=1)[CH2:17]Cl. No catalyst specified. The product is [Cl:1][C:2]1[N:3]=[CH:4][CH:5]=[C:6]2[C:10]([CH3:11])=[C:9]([CH3:12])[N:8]([CH2:17][C:16]3[CH:19]=[CH:20][CH:21]=[C:14]([F:13])[CH:15]=3)[C:7]=12. The yield is 0.720.